The task is: Predict which catalyst facilitates the given reaction.. This data is from Catalyst prediction with 721,799 reactions and 888 catalyst types from USPTO. Product: [Cl:1][C:2]1[CH:3]=[C:4]([N:9]2[CH:13]([O:19][CH2:16][N:29]3[CH2:30][CH2:31][CH2:26][CH2:27][CH2:28]3)[N:12]=[C:11]([CH3:32])[NH:10]2)[CH:5]=[CH:6][C:7]=1[Cl:8]. The catalyst class is: 6. Reactant: [Cl:1][C:2]1[CH:3]=[C:4]([N:9]2[C:13](C)=[N:12][C:11](O)=[N:10]2)[CH:5]=[CH:6][C:7]=1[Cl:8].[C:16](=[O:19])([O-])[O-].[K+].[K+].Cl.ClCC[CH:26]1[CH2:31][CH2:30][NH:29][CH2:28][CH2:27]1.[CH3:32]O.